The task is: Regression. Given a peptide amino acid sequence and an MHC pseudo amino acid sequence, predict their binding affinity value. This is MHC class II binding data.. This data is from Peptide-MHC class II binding affinity with 134,281 pairs from IEDB. (1) The peptide sequence is ATMYYKDVTVSQVWF. The MHC is DRB1_0301 with pseudo-sequence DRB1_0301. The binding affinity (normalized) is 1.00. (2) The peptide sequence is ALLPRAGAAAAAALP. The MHC is HLA-DPA10103-DPB10401 with pseudo-sequence HLA-DPA10103-DPB10401. The binding affinity (normalized) is 0.188. (3) The peptide sequence is KLTITGKGTLDGQGK. The MHC is DRB1_0401 with pseudo-sequence DRB1_0401. The binding affinity (normalized) is 0.395. (4) The peptide sequence is AMTDTTPFGQQRVFK. The MHC is HLA-DQA10103-DQB10603 with pseudo-sequence HLA-DQA10103-DQB10603. The binding affinity (normalized) is 0. (5) The peptide sequence is LDAAYSVAYKAAVGA. The MHC is HLA-DQA10102-DQB10502 with pseudo-sequence HLA-DQA10102-DQB10502. The binding affinity (normalized) is 0.459. (6) The peptide sequence is VHRGAVPRRGPRGGP. The MHC is HLA-DPA10201-DPB10101 with pseudo-sequence HLA-DPA10201-DPB10101. The binding affinity (normalized) is 0.153. (7) The peptide sequence is GGGGESFGIVVAWQV. The MHC is DRB1_1501 with pseudo-sequence DRB1_1501. The binding affinity (normalized) is 0.588. (8) The peptide sequence is VSAIVGAAASVFVCL. The MHC is DRB1_1101 with pseudo-sequence DRB1_1101. The binding affinity (normalized) is 0. (9) The binding affinity (normalized) is 0. The MHC is DRB4_0101 with pseudo-sequence DRB4_0103. The peptide sequence is ALWRVSAEEY.